From a dataset of Reaction yield outcomes from USPTO patents with 853,638 reactions. Predict the reaction yield, written as a fraction of the theoretical maximum amount of product (1.0 means a 100% yield; for example, 0.34 means a 34% yield). (1) The yield is 0.620. The catalyst is [Pd]. The reactants are C(OC(=O)[NH:10][CH2:11][CH:12]1[CH2:16][C:15]2[CH:17]=[CH:18][CH:19]=[C:20]([C:21]3[CH:26]=[CH:25][CH:24]=[C:23]([O:27][CH3:28])[CH:22]=3)[C:14]=2[O:13]1)C1C=CC=CC=1. The product is [CH3:28][O:27][C:23]1[CH:22]=[C:21]([C:20]2[C:14]3[O:13][CH:12]([CH2:11][NH2:10])[CH2:16][C:15]=3[CH:17]=[CH:18][CH:19]=2)[CH:26]=[CH:25][CH:24]=1. (2) The reactants are [CH3:1][N:2]1[C:10]2[CH:9]=[C:8]([N:11]3[CH:16]=[CH:15][C:14]([O:17][CH2:18][C:19]4[CH:24]=[CH:23][C:22]([C:25]([F:28])([F:27])[F:26])=[CH:21][N:20]=4)=[CH:13][C:12]3=[O:29])[CH:7]=[CH:6][C:5]=2[C:4]2[CH2:30][N:31](C(OC(C)(C)C)=O)[CH2:32][CH2:33][C:3]1=2.C1(N)C(F)=C(F)C(F)=C(N)C=1F.[ClH:53].Cl. No catalyst specified. The product is [ClH:53].[ClH:53].[CH3:1][N:2]1[C:10]2[CH:9]=[C:8]([N:11]3[CH:16]=[CH:15][C:14]([O:17][CH2:18][C:19]4[CH:24]=[CH:23][C:22]([C:25]([F:28])([F:26])[F:27])=[CH:21][N:20]=4)=[CH:13][C:12]3=[O:29])[CH:7]=[CH:6][C:5]=2[C:4]2[CH2:30][NH:31][CH2:32][CH2:33][C:3]1=2. The yield is 0.900. (3) The catalyst is CO.O.[Pd]. The yield is 0.430. The reactants are C([O:8][C:9]1[CH:14]=[CH:13][C:12]([CH2:15][CH2:16][O:17][C@@H:18]2[CH2:23][CH2:22][CH2:21][CH2:20][C@H:19]2[N:24]2[CH2:28][CH2:27][C@@H:26]([OH:29])[CH2:25]2)=[CH:11][C:10]=1[O:30][CH3:31])C1C=CC=CC=1. The product is [OH:8][C:9]1[CH:14]=[CH:13][C:12]([CH2:15][CH2:16][O:17][C@@H:18]2[CH2:23][CH2:22][CH2:21][CH2:20][C@H:19]2[N:24]2[CH2:28][CH2:27][C@@H:26]([OH:29])[CH2:25]2)=[CH:11][C:10]=1[O:30][CH3:31]. (4) The reactants are [Cl:1][C:2]1[CH:7]=[C:6]([Cl:8])[N:5]=[C:4]([S:9]([CH3:12])(=O)=O)[N:3]=1.[Cl:13][C:14]1[CH:29]=[CH:28][CH:27]=[CH:26][C:15]=1[C:16]([NH:18][C:19]1[CH:24]=[CH:23]C(S)=[CH:21][CH:20]=1)=[O:17].C(#N)C.C(N(CC)CC)C. The catalyst is O. The product is [Cl:13][C:14]1[CH:29]=[CH:28][CH:27]=[CH:26][C:15]=1[C:16]([NH:18][C:19]1[CH:20]=[CH:21][C:12]([S:9][C:4]2[N:3]=[C:2]([Cl:1])[CH:7]=[C:6]([Cl:8])[N:5]=2)=[CH:23][CH:24]=1)=[O:17]. The yield is 0.740. (5) The catalyst is CN(C)C=O.C(OCC)(=O)C. The reactants are [CH3:1][O:2][C:3]([C:5]1[C:13]([NH:14][C:15]2[CH:20]=[CH:19][C:18]([Br:21])=[CH:17][C:16]=2[Cl:22])=[C:12]([F:23])[C:8]2[N:9]=[CH:10][NH:11][C:7]=2[CH:6]=1)=[O:4].IC.[C:26](=O)([O-])[O-].[K+].[K+]. The product is [CH3:1][O:2][C:3]([C:5]1[C:13]([NH:14][C:15]2[CH:20]=[CH:19][C:18]([Br:21])=[CH:17][C:16]=2[Cl:22])=[C:12]([F:23])[C:8]2[N:9]=[CH:10][N:11]([CH3:26])[C:7]=2[CH:6]=1)=[O:4]. The yield is 0.360.